Dataset: Reaction yield outcomes from USPTO patents with 853,638 reactions. Task: Predict the reaction yield, written as a fraction of the theoretical maximum amount of product (1.0 means a 100% yield; for example, 0.34 means a 34% yield). (1) The reactants are [CH2:1]([N:4]([CH2:20][CH2:21][CH3:22])[CH2:5][CH2:6][CH2:7][CH2:8][N:9]([CH2:11][C:12]1[CH:19]=[CH:18][C:15]([C:16]#[N:17])=[CH:14][CH:13]=1)[CH3:10])[CH2:2][CH3:3].[ClH:23].CO. The catalyst is CO. The product is [ClH:23].[CH2:20]([N:4]([CH2:1][CH2:2][CH3:3])[CH2:5][CH2:6][CH2:7][CH2:8][N:9]([CH2:11][C:12]1[CH:13]=[CH:14][C:15]([C:16]#[N:17])=[CH:18][CH:19]=1)[CH3:10])[CH2:21][CH3:22]. The yield is 0.990. (2) The reactants are [NH:1]([C:8](=[O:29])[C:9]([C:20]1[CH:28]=[CH:27][C:23]([C:24]([OH:26])=O)=[CH:22][CH:21]=1)([C:11]([NH:13][C:14]1[CH:19]=[CH:18][CH:17]=[CH:16][CH:15]=1)=[O:12])[OH:10])[C:2]1[CH:7]=[CH:6][CH:5]=[CH:4][CH:3]=1.CCN=C=NCCCN(C)C.[CH:41]1[CH:42]=[CH:43][C:44]2[N:49](O)N=[N:47][C:45]=2[CH:46]=1.C1(N)C=CC=CC=1N. The catalyst is CN(C=O)C. The product is [NH2:47][C:45]1[CH:46]=[CH:41][CH:42]=[CH:43][C:44]=1[NH:49][C:24]([C:23]1[CH:27]=[CH:28][C:20]([C:9]([OH:10])([C:8]([NH:1][C:2]2[CH:3]=[CH:4][CH:5]=[CH:6][CH:7]=2)=[O:29])[C:11]([NH:13][C:14]2[CH:15]=[CH:16][CH:17]=[CH:18][CH:19]=2)=[O:12])=[CH:21][CH:22]=1)=[O:26]. The yield is 0.550. (3) The yield is 0.980. The product is [O:8]=[C:3]1[CH2:4][CH2:5][C:6](=[O:7])[N:2]1[O:22][C:20](=[O:21])[CH2:23][N:24]1[C:33]2[C:28](=[CH:29][CH:30]=[CH:31][CH:32]=2)[CH2:27][CH:26]([NH:34][C:35]([C:37]2[NH:38][C:39]3[C:44]([CH:45]=2)=[CH:43][C:42]([CH3:9])=[CH:41][CH:40]=3)=[O:36])[C:25]1=[O:47]. The catalyst is C(Cl)Cl. The reactants are O[N:2]1[C:6](=[O:7])[CH2:5][CH2:4][C:3]1=[O:8].[CH3:9]CN=C=NCCCN(C)C.[C:20]([CH2:23][N:24]1[C:33]2[C:28](=[CH:29][CH:30]=[CH:31][CH:32]=2)[CH2:27][CH:26]([NH:34][C:35]([C:37]2[NH:38][C:39]3[C:44]([CH:45]=2)=[CH:43][C:42](Cl)=[CH:41][CH:40]=3)=[O:36])[C:25]1=[O:47])([OH:22])=[O:21]. (4) The reactants are [C:1](=[O:4])([O-])[O-].[K+].[K+].[Cl:7][C:8]1[CH:13]=[CH:12][C:11](O)=[CH:10][N:9]=1.CI.CN(C)C=O. The catalyst is C(OCC)(=O)C. The product is [Cl:7][C:8]1[CH:13]=[CH:12][C:11]([O:4][CH3:1])=[CH:10][N:9]=1. The yield is 0.840. (5) The reactants are [N:1]12[CH2:11]CCN=[C:7]1[CH2:6]CCC[CH2:2]2.Cl.[NH2:13][CH2:14][C:15]1[CH:23]=[CH:22][CH:21]=[C:20]2[C:16]=1[C:17](=[O:33])[N:18]([CH:25]1[CH2:30][CH2:29][C:28](=[O:31])[NH:27][C:26]1=[O:32])[C:19]2=[O:24].C(N=C=[O:39])(C)C. The catalyst is CC#N. The product is [O:32]=[C:26]1[CH:25]([N:18]2[C:17](=[O:33])[C:16]3[C:20](=[CH:21][CH:22]=[CH:23][C:15]=3[CH2:14][NH:13][C:2]([N:1]([CH3:11])[CH2:7][CH3:6])=[O:39])[C:19]2=[O:24])[CH2:30][CH2:29][C:28](=[O:31])[NH:27]1. The yield is 0.360.